This data is from Catalyst prediction with 721,799 reactions and 888 catalyst types from USPTO. The task is: Predict which catalyst facilitates the given reaction. (1) Reactant: [C:1]1([S:7]([CH2:10][F:11])(=[O:9])=[O:8])[CH:6]=[CH:5][CH:4]=[CH:3][CH:2]=1.P(Cl)(OCC)(OCC)=O.C[Si](C)(C)N[Si](C)(C)C.[Li].[C:31]([C:35]1[C:36]([O:50][CH2:51][CH:52]([F:54])[F:53])=[C:37]([C:45]([CH3:49])=[CH:46][CH:47]=O)[CH:38]=[C:39]([C:41]([CH3:44])([CH3:43])[CH3:42])[CH:40]=1)([CH3:34])([CH3:33])[CH3:32]. Product: [C:31]([C:35]1[CH:40]=[C:39]([C:41]([CH3:44])([CH3:43])[CH3:42])[CH:38]=[C:37]([C:45]([CH3:49])=[CH:46][CH:47]=[C:10]([S:7]([C:1]2[CH:2]=[CH:3][CH:4]=[CH:5][CH:6]=2)(=[O:9])=[O:8])[F:11])[C:36]=1[O:50][CH2:51][CH:52]([F:53])[F:54])([CH3:32])([CH3:33])[CH3:34]. The catalyst class is: 7. (2) Reactant: [NH2:1][C:2]1[C:3]([C:9]([OH:11])=O)=[N:4][C:5]([Cl:8])=[N:6][CH:7]=1.ClC(OC)=O.[NH3:17]. Product: [NH2:1][C:2]1[C:3]([C:9]([NH2:17])=[O:11])=[N:4][C:5]([Cl:8])=[N:6][CH:7]=1. The catalyst class is: 2.